Dataset: Forward reaction prediction with 1.9M reactions from USPTO patents (1976-2016). Task: Predict the product of the given reaction. (1) The product is: [C:5]1([CH:3]([CH3:4])[O:15][CH3:11])[CH:10]=[CH:9][CH:8]=[CH:7][CH:6]=1. Given the reactants CO.[CH2:3]([C:5]1[CH:10]=[CH:9][CH:8]=[CH:7][CH:6]=1)[CH3:4].[C:11]([O:15]OC(C)(C)C)(C)(C)C, predict the reaction product. (2) Given the reactants [Cl:1][C:2]1[S:6][N:5]=[C:4]([Cl:7])[C:3]=1[C:8]#N.S(=O)(=O)(O)[OH:11].N([O-])=O.[Na+].[OH2:19], predict the reaction product. The product is: [Cl:1][C:2]1[S:6][N:5]=[C:4]([Cl:7])[C:3]=1[C:8]([OH:11])=[O:19]. (3) Given the reactants [Br-].[Li+].[F:3][C:4]([F:16])([C:9]1([C:12]([F:15])([F:14])[F:13])[CH2:11][O:10]1)[C:5]([F:8])([F:7])[F:6].[C:17](=[O:19])=[O:18], predict the reaction product. The product is: [C:17]1(=[O:18])[O:10][CH2:11][C:9]([C:12]([F:15])([F:14])[F:13])([C:4]([F:16])([F:3])[C:5]([F:8])([F:7])[F:6])[O:19]1. (4) Given the reactants C(N(CC)CC)C.[CH2:8]([O:10][C:11]([C:13]1([CH2:18][O:19][C:20]2[CH:25]=[CH:24][C:23]([C:26]3[CH:31]=[CH:30][C:29]([F:32])=[CH:28][CH:27]=3)=[CH:22][CH:21]=2)[CH2:17][CH2:16][NH:15][CH2:14]1)=[O:12])[CH3:9].[CH:33]1([C:36](Cl)=[O:37])[CH2:35][CH2:34]1, predict the reaction product. The product is: [CH2:8]([O:10][C:11]([C:13]1([CH2:18][O:19][C:20]2[CH:25]=[CH:24][C:23]([C:26]3[CH:27]=[CH:28][C:29]([F:32])=[CH:30][CH:31]=3)=[CH:22][CH:21]=2)[CH2:17][CH2:16][N:15]([C:36]([CH:33]2[CH2:35][CH2:34]2)=[O:37])[CH2:14]1)=[O:12])[CH3:9]. (5) Given the reactants [C:1]([OH:13])(=[O:12])[CH2:2][C:3]([CH2:8][C:9]([OH:11])=[O:10])([C:5]([OH:7])=[O:6])[OH:4].[Cu:14].[Al].C([O-])(=O)CC(CC([O-])=O)(C([O-])=O)O.[Na+].[Na+].[Na+], predict the reaction product. The product is: [C:1]([O-:13])(=[O:12])[CH2:2][C:3]([CH2:8][C:9]([O-:11])=[O:10])([C:5]([O-:7])=[O:6])[OH:4].[Cu+3:14].